Dataset: Forward reaction prediction with 1.9M reactions from USPTO patents (1976-2016). Task: Predict the product of the given reaction. (1) Given the reactants [N+:1]([C:4]1[CH:5]=[C:6]2[C:11](=[CH:12][CH:13]=1)[N:10]=[C:9]([CH:14]=O)[CH:8]=[CH:7]2)([O-:3])=[O:2].[CH3:16][NH:17][CH3:18].C(O)(=O)C.C(O[BH-](OC(=O)C)OC(=O)C)(=O)C.[Na+].C(=O)(O)[O-].[Na+], predict the reaction product. The product is: [CH3:16][N:17]([CH3:18])[CH2:14][C:9]1[CH:8]=[CH:7][C:6]2[C:11](=[CH:12][CH:13]=[C:4]([N+:1]([O-:3])=[O:2])[CH:5]=2)[N:10]=1. (2) Given the reactants [O:1]1[C:6]2[CH:7]=[CH:8][CH:9]=[CH:10][C:5]=2[O:4][CH2:3][CH:2]1[CH2:11][N:12]1[CH2:16][CH2:15][C:14]([CH2:18][OH:19])([CH3:17])[CH2:13]1.[H-].[Na+].I[CH3:23].O, predict the reaction product. The product is: [O:1]1[C:6]2[CH:7]=[CH:8][CH:9]=[CH:10][C:5]=2[O:4][CH2:3][CH:2]1[CH2:11][N:12]1[CH2:16][CH2:15][C:14]([CH2:18][O:19][CH3:23])([CH3:17])[CH2:13]1. (3) Given the reactants C[C@H]1[C@@H]2CC[C@:15]3([CH3:19])OO[C@:11]42[C@H:5]([C@@H:6](C)[C:7]([O:9][C@@H:10]4[O:16]3)=O)CC1.[Br:21]CC#N, predict the reaction product. The product is: [Br:21][CH2:19][CH2:15][O:16][CH:10]1[CH2:11][CH2:5][CH2:6][CH2:7][O:9]1.[Br-:21]. (4) The product is: [ClH:20].[ClH:20].[O:1]1[C:5]2[CH:6]=[CH:7][CH:8]=[CH:9][C:4]=2[CH:3]=[C:2]1[C:10]1[N:19]=[C:18]([NH:26][CH2:25][CH2:24][CH2:23][N:22]([CH3:27])[CH3:21])[C:17]2[C:12](=[CH:13][CH:14]=[CH:15][CH:16]=2)[N:11]=1. Given the reactants [O:1]1[C:5]2[CH:6]=[CH:7][CH:8]=[CH:9][C:4]=2[CH:3]=[C:2]1[C:10]1[N:19]=[C:18]([Cl:20])[C:17]2[C:12](=[CH:13][CH:14]=[CH:15][CH:16]=2)[N:11]=1.[CH3:21][N:22]([CH3:27])[CH2:23][CH2:24][CH2:25][NH2:26], predict the reaction product. (5) Given the reactants O=C1C2C(=CC=CC=2)C(=O)[N:3]1[O:12][CH2:13][CH2:14][NH:15][S:16]([CH2:19]C)(=[O:18])=[O:17].CNN, predict the reaction product. The product is: [NH2:3][O:12][CH2:13][CH2:14][NH:15][S:16]([CH3:19])(=[O:18])=[O:17].